The task is: Predict the product of the given reaction.. This data is from Forward reaction prediction with 1.9M reactions from USPTO patents (1976-2016). (1) Given the reactants [NH2:1][C:2]1[CH:30]=[CH:29][C:5]([O:6][C:7]2[CH:12]=[CH:11][N:10]=[C:9]([NH:13][C:14]([N:16]3[CH2:21][CH2:20][CH:19]([N:22]4[CH2:27][CH2:26][CH:25]([OH:28])[CH2:24][CH2:23]4)[CH2:18][CH2:17]3)=[O:15])[CH:8]=2)=[CH:4][CH:3]=1.C12(CS(O)(=O)=O)C(C)(C)C(CC1)CC2=O.[C:46]1([CH2:52][C:53]([N:55]=[C:56]=[S:57])=[O:54])[CH:51]=[CH:50][CH:49]=[CH:48][CH:47]=1, predict the reaction product. The product is: [OH:28][CH:25]1[CH2:24][CH2:23][N:22]([CH:19]2[CH2:20][CH2:21][N:16]([C:14]([NH:13][C:9]3[CH:8]=[C:7]([O:6][C:5]4[CH:4]=[CH:3][C:2]([NH:1][C:56]([NH:55][C:53](=[O:54])[CH2:52][C:46]5[CH:47]=[CH:48][CH:49]=[CH:50][CH:51]=5)=[S:57])=[CH:30][CH:29]=4)[CH:12]=[CH:11][N:10]=3)=[O:15])[CH2:17][CH2:18]2)[CH2:27][CH2:26]1. (2) Given the reactants [NH2:1][C@@H:2]1[CH2:7][CH2:6][N:5]([CH2:8][CH2:9][N:10]2[C:19]3[C:14](=[C:15]([F:21])[CH:16]=[C:17]([F:20])[CH:18]=3)[CH:13]=[CH:12][C:11]2=[O:22])[CH2:4][C@@H:3]1[C:23]([O:25][CH3:26])=[O:24].[F:27][C:28]1[CH:33]=[CH:32][C:31]([F:34])=[CH:30][C:29]=1/[CH:35]=[CH:36]/[CH:37]=O.C(O[BH-](OC(=O)C)OC(=O)C)(=O)C.[Na+], predict the reaction product. The product is: [F:21][C:15]1[CH:16]=[C:17]([F:20])[CH:18]=[C:19]2[C:14]=1[CH:13]=[CH:12][C:11](=[O:22])[N:10]2[CH2:9][CH2:8][N:5]1[CH2:6][CH2:7][C@@H:2]([NH:1][CH2:37]/[CH:36]=[CH:35]/[C:29]2[CH:30]=[C:31]([F:34])[CH:32]=[CH:33][C:28]=2[F:27])[C@@H:3]([C:23]([O:25][CH3:26])=[O:24])[CH2:4]1. (3) Given the reactants [NH2:1][C:2]1[N:7]=[C:6]([C:8]2[O:9][CH:10]=[CH:11][CH:12]=2)[C:5]([C:13]2[CH:14]=[CH:15][C:16](=[O:19])[NH:17][N:18]=2)=[CH:4][N:3]=1.[CH3:20]I, predict the reaction product. The product is: [NH2:1][C:2]1[N:7]=[C:6]([C:8]2[O:9][CH:10]=[CH:11][CH:12]=2)[C:5]([C:13]2[CH:14]=[CH:15][C:16](=[O:19])[N:17]([CH3:20])[N:18]=2)=[CH:4][N:3]=1. (4) The product is: [Cl:2][C:3]1[C:4]2[C:31]3[CH2:30][N:29]([CH3:28])[CH2:34][CH2:33][C:32]=3[N:9]([CH2:12][CH2:13][CH:14]3[CH2:19][CH2:18][CH2:17][CH2:16][CH2:15]3)[C:5]=2[CH:6]=[CH:7][CH:8]=1.[Cl:2][C:3]1[CH:8]=[CH:7][C:6]2[C:31]3[CH2:30][N:29]([CH3:28])[CH2:34][CH2:33][C:32]=3[N:9]([CH2:12][CH2:13][CH:14]3[CH2:19][CH2:18][CH2:17][CH2:16][CH2:15]3)[C:5]=2[CH:4]=1. Given the reactants Cl.[Cl:2][C:3]1[CH:4]=[C:5]([NH:9]N)[CH:6]=[CH:7][CH:8]=1.Br[CH2:12][CH2:13][CH:14]1[CH2:19][CH2:18][CH2:17][CH2:16][CH2:15]1.C(N(CC)CC)C.Cl.[CH3:28][N:29]1[CH2:34][CH2:33][C:32](=O)[CH2:31][CH2:30]1, predict the reaction product. (5) Given the reactants [N:1]([O-:3])=[O:2].[Na+].[CH2:5]([C@H:22]([NH2:26])[C:23]([OH:25])=[O:24])[CH2:6][C:7]([NH:9][C@H:10]([C:15]([NH:17][CH2:18][C:19]([OH:21])=[O:20])=[O:16])[CH2:11][S:12][N:13]=[O:14])=[O:8], predict the reaction product. The product is: [N+:1]([S:12][CH2:11][C@@H:10]([C:15]([NH:17][CH2:18][C:19]([OH:21])=[O:20])=[O:16])[NH:9][C:7](=[O:8])[CH2:6][CH2:5][C@@H:22]([C:23]([OH:25])=[O:24])[NH2:26])([O-:3])=[O:2].[CH2:5]([C@H:22]([NH2:26])[C:23]([OH:25])=[O:24])[CH2:6][C:7]([NH:9][C@H:10]([C:15]([NH:17][CH2:18][C:19]([OH:21])=[O:20])=[O:16])[CH2:11][S:12][N:13]=[O:14])=[O:8]. (6) Given the reactants [CH:1]([C:4]1[CH:9]=[CH:8][CH:7]=[CH:6][C:5]=1[NH:10][C:11](NC1C=C2C(=CC=1)N(CCC)NC2=O)=[O:12])([CH3:3])[CH3:2].C(N1C2C(=CC([N+]([O-])=O)=CC=2)C(=O)N1)C=C, predict the reaction product. The product is: [CH:1]([C:4]1[CH:9]=[CH:8][CH:7]=[CH:6][C:5]=1[N:10]=[C:11]=[O:12])([CH3:3])[CH3:2]. (7) Given the reactants [F:1][C:2]1[CH:22]=[CH:21][CH:20]=[C:19]([F:23])[C:3]=1[CH2:4][O:5][C:6]1[C:7]2[N:8]([C:12]([C:16](O)=[O:17])=[C:13]([CH3:15])[N:14]=2)[CH:9]=[CH:10][CH:11]=1.C(Cl)(=O)C([Cl:27])=O, predict the reaction product. The product is: [ClH:27].[F:1][C:2]1[CH:22]=[CH:21][CH:20]=[C:19]([F:23])[C:3]=1[CH2:4][O:5][C:6]1[C:7]2[N:8]([C:12]([C:16]([Cl:27])=[O:17])=[C:13]([CH3:15])[N:14]=2)[CH:9]=[CH:10][CH:11]=1. (8) The product is: [C:3]([O:13][CH2:29][CH2:30][CH2:31][CH2:32][C:33]([O:27][C:21]1([CH2:19][CH3:20])[CH2:26][CH2:25][CH2:24][CH2:23][CH2:22]1)=[O:34])(=[O:17])[C:10]([CH3:11])=[CH2:9]. Given the reactants C([C:3]1([OH:13])[CH:10]2[CH2:11]C3CC(CC1C3)[CH2:9]2)C.ClCC(Cl)=[O:17].[CH2:19]([C:21]1([OH:27])[CH2:26][CH2:25][CH2:24][CH2:23][CH2:22]1)[CH3:20].Cl[CH2:29][CH2:30][CH2:31][CH2:32][C:33](Cl)=[O:34], predict the reaction product. (9) Given the reactants [H-].[H-].[H-].[H-].[Li+].[Al+3].[Cl:7][C:8]1[CH:13]=[CH:12][C:11]([CH2:14][CH:15]([O:23][CH2:24][CH:25]([CH3:27])[CH3:26])[C:16](OCC(C)C)=[O:17])=[CH:10][CH:9]=1.O.O.O.O.O.O.O.O.O.O.S([O-])([O-])(=O)=O.[Na+].[Na+].O, predict the reaction product. The product is: [Cl:7][C:8]1[CH:9]=[CH:10][C:11]([CH2:14][CH:15]([O:23][CH2:24][CH:25]([CH3:27])[CH3:26])[CH2:16][OH:17])=[CH:12][CH:13]=1. (10) Given the reactants [F:1][C:2]1[CH:28]=[CH:27][C:5]([CH2:6][N:7]2[C:19](=[O:20])[C:18]3[C:17]([O:21][CH2:22][O:23][CH3:24])=[C:16]4[C:11]([CH:12]=[CH:13][CH:14]=[N:15]4)=[C:10]([OH:25])[C:9]=3[C:8]2=[O:26])=[CH:4][CH:3]=1.C(N(CC)C(C)C)(C)C.[F:38][C:39]([F:52])([F:51])[S:40](O[S:40]([C:39]([F:52])([F:51])[F:38])(=[O:42])=[O:41])(=[O:42])=[O:41], predict the reaction product. The product is: [F:1][C:2]1[CH:3]=[CH:4][C:5]([CH2:6][N:7]2[C:19](=[O:20])[C:18]3[C:17]([O:21][CH2:22][O:23][CH3:24])=[C:16]4[C:11]([CH:12]=[CH:13][CH:14]=[N:15]4)=[C:10]([O:25][S:40]([C:39]([F:52])([F:51])[F:38])(=[O:42])=[O:41])[C:9]=3[C:8]2=[O:26])=[CH:27][CH:28]=1.